From a dataset of Peptide-MHC class II binding affinity with 134,281 pairs from IEDB. Regression. Given a peptide amino acid sequence and an MHC pseudo amino acid sequence, predict their binding affinity value. This is MHC class II binding data. (1) The peptide sequence is IGRNPNRDGDSYYYS. The MHC is DRB1_1301 with pseudo-sequence DRB1_1301. The binding affinity (normalized) is 0.333. (2) The peptide sequence is DTIIDQSVANGVPVH. The MHC is DRB1_0101 with pseudo-sequence DRB1_0101. The binding affinity (normalized) is 0.634. (3) The peptide sequence is AKFDSFVASLTEALR. The MHC is HLA-DPA10201-DPB11401 with pseudo-sequence HLA-DPA10201-DPB11401. The binding affinity (normalized) is 0.606. (4) The binding affinity (normalized) is 0.0232. The peptide sequence is VDGRGNYNTDLLPDW. The MHC is H-2-IAb with pseudo-sequence H-2-IAb. (5) The peptide sequence is GSFIIDGKSRKECPF. The MHC is DRB3_0202 with pseudo-sequence DRB3_0202. The binding affinity (normalized) is 0.778. (6) The MHC is DRB1_0101 with pseudo-sequence DRB1_0101. The peptide sequence is TFQEERIPSLIKTLQ. The binding affinity (normalized) is 0.258. (7) The peptide sequence is CDDALIEGITLLNAK. The MHC is HLA-DPA10103-DPB10301 with pseudo-sequence HLA-DPA10103-DPB10301. The binding affinity (normalized) is 0.344.